This data is from Forward reaction prediction with 1.9M reactions from USPTO patents (1976-2016). The task is: Predict the product of the given reaction. (1) Given the reactants [CH3:1][C:2](=[CH:4][CH2:5][CH2:6][CH:7]([CH2:9][CH2:10][OH:11])[CH3:8])[CH3:3].[OH-].[K+].C1OC1.[O-2].[O-2].[O-2].[Mg+2].[Si+4], predict the reaction product. The product is: [CH3:3][C:2](=[CH:4][CH2:5][CH2:6]/[C:7](=[CH:9]/[CH2:10][OH:11])/[CH3:8])[CH3:1]. (2) The product is: [CH3:1][N:2]([CH3:13])[C:3]1[CH:8]=[CH:7][N:6]=[C:5]([CH2:9][OH:10])[N:4]=1. Given the reactants [CH3:1][N:2]([CH3:13])[C:3]1[CH:8]=[CH:7][N:6]=[C:5]([C:9](OC)=[O:10])[N:4]=1.[BH4-].[Na+], predict the reaction product. (3) Given the reactants [CH:1]1([N:4]([CH2:28][C:29]2[CH:34]=[C:33]([CH2:35][CH2:36][CH2:37][O:38][CH3:39])[CH:32]=[C:31]([O:40][CH2:41][CH2:42][O:43][CH3:44])[CH:30]=2)[C:5]([C@@H:7]2[C@@:12]([OH:20])([C:13]3[CH:18]=[CH:17][NH:16][C:15](=[O:19])[CH:14]=3)[CH2:11][CH2:10][N:9]([C:21]([O:23][C:24]([CH3:27])([CH3:26])[CH3:25])=[O:22])[CH2:8]2)=[O:6])[CH2:3][CH2:2]1.[CH2:45](I)[CH2:46][CH2:47][CH3:48].C([O-])([O-])=O.[Cs+].[Cs+], predict the reaction product. The product is: [CH2:45]([N:16]1[CH:17]=[CH:18][C:13]([C@@:12]2([OH:20])[CH2:11][CH2:10][N:9]([C:21]([O:23][C:24]([CH3:26])([CH3:27])[CH3:25])=[O:22])[CH2:8][C@@H:7]2[C:5]([N:4]([CH:1]2[CH2:3][CH2:2]2)[CH2:28][C:29]2[CH:34]=[C:33]([CH2:35][CH2:36][CH2:37][O:38][CH3:39])[CH:32]=[C:31]([O:40][CH2:41][CH2:42][O:43][CH3:44])[CH:30]=2)=[O:6])=[CH:14][C:15]1=[O:19])[CH2:46][CH2:47][CH3:48]. (4) The product is: [CH2:1]([N:3]1[CH:7]=[C:6]([CH2:8][OH:9])[C:5]([O:13][CH2:14][C:15]2[CH:20]=[CH:19][C:18]([O:21][CH2:22][C:23]3[N:24]=[C:25]([C:29]4[O:30][CH:31]=[CH:32][CH:33]=4)[O:26][C:27]=3[CH3:28])=[C:17]([O:34][CH3:35])[CH:16]=2)=[N:4]1)[CH3:2]. Given the reactants [CH2:1]([N:3]1[CH:7]=[C:6]([C:8](OCC)=[O:9])[C:5]([O:13][CH2:14][C:15]2[CH:20]=[CH:19][C:18]([O:21][CH2:22][C:23]3[N:24]=[C:25]([C:29]4[O:30][CH:31]=[CH:32][CH:33]=4)[O:26][C:27]=3[CH3:28])=[C:17]([O:34][CH3:35])[CH:16]=2)=[N:4]1)[CH3:2].[H-].[Al+3].[Li+].[H-].[H-].[H-].O.O.O.O.O.O.O.O.O.O.S([O-])([O-])(=O)=O.[Na+].[Na+], predict the reaction product. (5) Given the reactants [Br:1][C:2]1[CH:7]=[CH:6][C:5]([N+:8]([O-:10])=[O:9])=[C:4](F)[CH:3]=1.[O:12]1[CH2:17][CH2:16][CH:15]([CH2:18][NH2:19])[CH2:14][CH2:13]1.C(=O)([O-])[O-].[K+].[K+], predict the reaction product. The product is: [Br:1][C:2]1[CH:7]=[CH:6][C:5]([N+:8]([O-:10])=[O:9])=[C:4]([CH:3]=1)[NH:19][CH2:18][CH:15]1[CH2:16][CH2:17][O:12][CH2:13][CH2:14]1. (6) Given the reactants [NH2:1][C@@H:2]([CH2:24][S:25][CH2:26][C@H:27]([O:42][CH2:43][CH2:44][CH2:45][CH2:46][CH2:47][CH2:48][CH2:49][CH2:50][CH2:51][CH2:52][CH2:53][CH3:54])[CH2:28][O:29][CH2:30][CH2:31][CH2:32][CH2:33][CH2:34][CH2:35][CH2:36][CH2:37][CH2:38][CH2:39][CH2:40][CH3:41])[C:3](=[O:23])[NH:4][CH2:5][CH2:6][O:7][CH2:8][CH2:9][O:10][CH2:11][CH2:12][O:13][CH2:14][CH2:15][C:16]([O:18]C(C)(C)C)=[O:17].C(O)(C(F)(F)F)=O.C(Cl)Cl, predict the reaction product. The product is: [NH2:1][C@@H:2]([CH2:24][S:25][CH2:26][C@H:27]([O:42][CH2:43][CH2:44][CH2:45][CH2:46][CH2:47][CH2:48][CH2:49][CH2:50][CH2:51][CH2:52][CH2:53][CH3:54])[CH2:28][O:29][CH2:30][CH2:31][CH2:32][CH2:33][CH2:34][CH2:35][CH2:36][CH2:37][CH2:38][CH2:39][CH2:40][CH3:41])[C:3](=[O:23])[NH:4][CH2:5][CH2:6][O:7][CH2:8][CH2:9][O:10][CH2:11][CH2:12][O:13][CH2:14][CH2:15][C:16]([OH:18])=[O:17]. (7) Given the reactants [CH2:1]([S:3][C:4]1[C:5]([C:10]2[N:14]([CH3:15])[C:13]3[CH:16]=[CH:17][C:18](I)=[CH:19][C:12]=3[N:11]=2)=[N:6][CH:7]=[CH:8][CH:9]=1)[CH3:2].[F:21][C:22]([F:30])([F:29])[C:23]([F:28])([F:27])C([O-])=O.[Na+].C(=O)(O)[O-].[Na+].N, predict the reaction product. The product is: [CH2:1]([S:3][C:4]1[C:5]([C:10]2[N:14]([CH3:15])[C:13]3[CH:16]=[CH:17][C:18]([C:23]([F:28])([F:27])[C:22]([F:30])([F:29])[F:21])=[CH:19][C:12]=3[N:11]=2)=[N:6][CH:7]=[CH:8][CH:9]=1)[CH3:2]. (8) Given the reactants [NH2:1][C:2]1[CH:9]=[CH:8][CH:7]=[CH:6][C:3]=1[C:4]#[N:5].[C:10]([N:18]=[C:19]=[O:20])(=[O:17])[C:11]1[CH:16]=[CH:15][CH:14]=[CH:13][CH:12]=1, predict the reaction product. The product is: [C:4]([C:3]1[CH:6]=[CH:7][CH:8]=[CH:9][C:2]=1[NH:1][C:19]([NH:18][C:10](=[O:17])[C:11]1[CH:12]=[CH:13][CH:14]=[CH:15][CH:16]=1)=[O:20])#[N:5]. (9) The product is: [C:3]1([CH3:2])[C:4]([S:37]([OH:40])(=[O:39])=[O:38])=[CH:26][CH:27]=[CH:28][CH:29]=1.[C:47]1([CH3:2])[C:41]([S:37]([OH:40])(=[O:38])=[O:39])=[CH:42][CH:43]=[CH:44][CH:46]=1.[F:35][C:2]([F:1])([F:34])[C:3]1[CH:29]=[C:28]([C:30]([F:32])([F:33])[F:31])[CH:27]=[CH:26][C:4]=1[CH2:5][N:6]1[CH2:7][CH2:8][CH:9](/[CH:12]=[C:13]2/[C:14]([NH:19][CH2:20][CH2:21][O:22][CH2:23][CH2:24][OH:25])=[N:15][C:16](=[O:18])[S:17]/2)[CH2:10][CH2:11]1. Given the reactants [F:1][C:2]([F:35])([F:34])[C:3]1[CH:29]=[C:28]([C:30]([F:33])([F:32])[F:31])[CH:27]=[CH:26][C:4]=1[CH2:5][N:6]1[CH2:11][CH2:10][CH:9](/[CH:12]=[C:13]2/[C:14]([NH:19][CH2:20][CH2:21][O:22][CH2:23][CH2:24][OH:25])=[N:15][C:16](=[O:18])[S:17]/2)[CH2:8][CH2:7]1.O.[S:37]([C:41]1[CH:47]=[CH:46][C:44](C)=[CH:43][CH:42]=1)([OH:40])(=[O:39])=[O:38], predict the reaction product.